This data is from Peptide-MHC class I binding affinity with 185,985 pairs from IEDB/IMGT. The task is: Regression. Given a peptide amino acid sequence and an MHC pseudo amino acid sequence, predict their binding affinity value. This is MHC class I binding data. (1) The MHC is HLA-A02:02 with pseudo-sequence HLA-A02:02. The peptide sequence is SMYSTVATI. The binding affinity (normalized) is 0.485. (2) The peptide sequence is DIEITCVYC. The binding affinity (normalized) is 0.402. The MHC is HLA-A02:01 with pseudo-sequence HLA-A02:01. (3) The peptide sequence is WMSNGTWNY. The MHC is HLA-A01:01 with pseudo-sequence HLA-A01:01. The binding affinity (normalized) is 0.797. (4) The peptide sequence is LINERDYSRY. The MHC is HLA-A32:01 with pseudo-sequence HLA-A32:01. The binding affinity (normalized) is 0. (5) The peptide sequence is VLQWASLAV. The MHC is HLA-B18:01 with pseudo-sequence HLA-B18:01. The binding affinity (normalized) is 0.0972. (6) The peptide sequence is VLFKTESGF. The MHC is HLA-B15:01 with pseudo-sequence HLA-B15:01. The binding affinity (normalized) is 0.771. (7) The peptide sequence is TLLCVLAALV. The MHC is HLA-A02:01 with pseudo-sequence HLA-A02:01. The binding affinity (normalized) is 0.689.